This data is from Reaction yield outcomes from USPTO patents with 853,638 reactions. The task is: Predict the reaction yield, written as a fraction of the theoretical maximum amount of product (1.0 means a 100% yield; for example, 0.34 means a 34% yield). The reactants are CC(O)=O.[CH:5]1([C:8]2[NH:36][C:11]3[N:12]=[N:13][C:14]([C:16]#[C:17][CH2:18][CH2:19][C:20]4[S:24][C:23]([NH:25][C:26](=[O:35])[C@@H:27]([OH:34])[C:28]5[CH:33]=[CH:32][CH:31]=[CH:30][CH:29]=5)=[N:22][N:21]=4)=[CH:15][C:10]=3[CH:9]=2)[CH2:7][CH2:6]1.CO. The catalyst is C(Cl)Cl.[Pd]. The product is [CH:5]1([C:8]2[NH:36][C:11]3[N:12]=[N:13][C:14]([CH2:16][CH2:17][CH2:18][CH2:19][C:20]4[S:24][C:23]([NH:25][C:26](=[O:35])[C@@H:27]([OH:34])[C:28]5[CH:29]=[CH:30][CH:31]=[CH:32][CH:33]=5)=[N:22][N:21]=4)=[CH:15][C:10]=3[CH:9]=2)[CH2:6][CH2:7]1. The yield is 0.150.